This data is from TCR-epitope binding with 47,182 pairs between 192 epitopes and 23,139 TCRs. The task is: Binary Classification. Given a T-cell receptor sequence (or CDR3 region) and an epitope sequence, predict whether binding occurs between them. (1) The epitope is ATDALMTGY. The TCR CDR3 sequence is CASSLGQTPYGYTF. Result: 0 (the TCR does not bind to the epitope). (2) The epitope is FLNGSCGSV. The TCR CDR3 sequence is CAISDGGMNTEAFF. Result: 1 (the TCR binds to the epitope).